From a dataset of Full USPTO retrosynthesis dataset with 1.9M reactions from patents (1976-2016). Predict the reactants needed to synthesize the given product. (1) The reactants are: [CH2:1]([O:3][C:4]([C:6]1([C:9]2[CH:14]=[CH:13][C:12]([C:15]3[CH:20]=[CH:19][C:18]([C:21]4[O:25][N:24]=[C:23]([CH3:26])[C:22]=4[NH2:27])=[CH:17][CH:16]=3)=[CH:11][CH:10]=2)[CH2:8][CH2:7]1)=[O:5])[CH3:2].Br[C:29]1[N:34]=[C:33]([C:35]([N:37]2[CH2:41][CH2:40][CH2:39][CH2:38]2)=[O:36])[CH:32]=[CH:31][CH:30]=1. Given the product [CH2:1]([O:3][C:4]([C:6]1([C:9]2[CH:10]=[CH:11][C:12]([C:15]3[CH:20]=[CH:19][C:18]([C:21]4[O:25][N:24]=[C:23]([CH3:26])[C:22]=4[NH:27][C:29]4[CH:30]=[CH:31][CH:32]=[C:33]([C:35]([N:37]5[CH2:41][CH2:40][CH2:39][CH2:38]5)=[O:36])[N:34]=4)=[CH:17][CH:16]=3)=[CH:13][CH:14]=2)[CH2:8][CH2:7]1)=[O:5])[CH3:2], predict the reactants needed to synthesize it. (2) Given the product [Cl:1][C:2]1[CH:3]=[CH:4][C:5]([O:25][CH:26]([F:28])[F:27])=[C:6]([C:8]2[C:12]([NH:13][C:14]([C:16]3[CH:17]=[N:18][N:19]4[CH:24]=[CH:23][CH:22]=[N:21][C:20]=34)=[O:15])=[CH:11][N:10]([CH2:36][C:37]([N:39]3[CH2:40][CH2:41][C:42]4([O:46][CH2:45][CH2:44][O:43]4)[CH2:47][CH2:48]3)=[O:38])[N:9]=2)[CH:7]=1, predict the reactants needed to synthesize it. The reactants are: [Cl:1][C:2]1[CH:3]=[CH:4][C:5]([O:25][CH:26]([F:28])[F:27])=[C:6]([C:8]2[C:12]([NH:13][C:14]([C:16]3[CH:17]=[N:18][N:19]4[CH:24]=[CH:23][CH:22]=[N:21][C:20]=34)=[O:15])=[CH:11][NH:10][N:9]=2)[CH:7]=1.C(=O)([O-])[O-].[Cs+].[Cs+].Cl[CH2:36][C:37]([N:39]1[CH2:48][CH2:47][C:42]2([O:46][CH2:45][CH2:44][O:43]2)[CH2:41][CH2:40]1)=[O:38]. (3) Given the product [C:35]([CH:32]1[CH2:33][CH2:34][CH:29]([N:27]2[CH2:26][CH:25]([NH:24][C:23]([CH2:22][NH:21][C:10]3[C:11]4[C:16](=[CH:15][CH:14]=[C:13]([C:17]([F:20])([F:19])[F:18])[CH:12]=4)[N:8]([C:6]([NH2:5])=[O:7])[N:9]=3)=[O:37])[CH2:28]2)[CH2:30][CH2:31]1)#[N:36], predict the reactants needed to synthesize it. The reactants are: C([NH:5][C:6]([N:8]1[C:16]2[C:11](=[CH:12][C:13]([C:17]([F:20])([F:19])[F:18])=[CH:14][CH:15]=2)[C:10]([NH:21][CH2:22][C:23](=[O:37])[NH:24][CH:25]2[CH2:28][N:27]([CH:29]3[CH2:34][CH2:33][CH:32]([C:35]#[N:36])[CH2:31][CH2:30]3)[CH2:26]2)=[N:9]1)=[O:7])(C)(C)C.C(O)(C(F)(F)F)=O. (4) Given the product [Br:12][C:7]1[C:2]([CH3:1])=[C:3]([C:10]#[N:11])[C:4](=[O:9])[NH:5][C:6]=1[CH3:8], predict the reactants needed to synthesize it. The reactants are: [CH3:1][C:2]1[CH:7]=[C:6]([CH3:8])[NH:5][C:4](=[O:9])[C:3]=1[C:10]#[N:11].[Br:12]Br. (5) Given the product [C:7]([C:6]1[CH:10]=[C:2]([F:1])[CH:3]=[CH:4][C:5]=1[S:11][C:23]1[CH:31]=[C:30]([S:32]([CH3:35])(=[O:33])=[O:34])[CH:29]=[CH:28][C:24]=1[C:25]([OH:27])=[O:26])([OH:9])=[O:8], predict the reactants needed to synthesize it. The reactants are: [F:1][C:2]1[CH:3]=[CH:4][C:5]([SH:11])=[C:6]([CH:10]=1)[C:7]([OH:9])=[O:8].SC1C=CC=CC=1C(O)=O.Cl[C:23]1[CH:31]=[C:30]([S:32]([CH3:35])(=[O:34])=[O:33])[CH:29]=[CH:28][C:24]=1[C:25]([OH:27])=[O:26]. (6) The reactants are: [CH2:1]([O:3][C:4]([C:6]1[NH:7][C:8]2[C:13]([CH:14]=1)=[CH:12][C:11]([OH:15])=[CH:10][CH:9]=2)=[O:5])[CH3:2].Br[CH2:17][CH2:18][CH2:19][Cl:20].C(=O)([O-])[O-].[K+].[K+]. Given the product [CH2:1]([O:3][C:4]([C:6]1[NH:7][C:8]2[C:13]([CH:14]=1)=[CH:12][C:11]([O:15][CH2:17][CH2:18][CH2:19][Cl:20])=[CH:10][CH:9]=2)=[O:5])[CH3:2], predict the reactants needed to synthesize it. (7) Given the product [C:8]([O:5][CH2:1][CH2:2][CH2:3][CH2:4][CH2:1][CH2:2][CH2:3][CH3:4])(=[O:9])[CH:6]=[O:7].[C:8]([O:5][CH2:1][CH2:2][CH2:3][CH3:4])(=[O:9])[CH:6]=[O:7], predict the reactants needed to synthesize it. The reactants are: [CH2:1]([OH:5])[CH2:2][CH2:3][CH3:4].[CH:6]([CH:8]=[O:9])=[O:7].